Dataset: Peptide-MHC class I binding affinity with 185,985 pairs from IEDB/IMGT. Task: Regression. Given a peptide amino acid sequence and an MHC pseudo amino acid sequence, predict their binding affinity value. This is MHC class I binding data. The peptide sequence is PIPVGDIYK. The MHC is HLA-A23:01 with pseudo-sequence HLA-A23:01. The binding affinity (normalized) is 0.0847.